From a dataset of Forward reaction prediction with 1.9M reactions from USPTO patents (1976-2016). Predict the product of the given reaction. (1) Given the reactants C(OC(=O)[NH:7][C:8]1[CH:13]=[CH:12][C:11]([C:14]2[CH:19]=[CH:18][CH:17]=[CH:16][CH:15]=2)=[CH:10][C:9]=1[NH2:20])(C)(C)C.CC1(C)O[C:27](=[O:29])[CH:26]=[C:25]([C:30]2[S:31][CH:32]=[CH:33][CH:34]=2)O1.C(O)(C(F)(F)F)=O, predict the reaction product. The product is: [C:14]1([C:11]2[CH:12]=[CH:13][C:8]3[N:7]=[C:25]([C:30]4[S:31][CH:32]=[CH:33][CH:34]=4)[CH2:26][C:27](=[O:29])[NH:20][C:9]=3[CH:10]=2)[CH:15]=[CH:16][CH:17]=[CH:18][CH:19]=1. (2) Given the reactants [C:1]1([CH:7]2[C:19]3[NH:18][C:17]4[C:12](=[CH:13][CH:14]=[CH:15][CH:16]=4)[C:11]=3[CH2:10][CH2:9][NH:8]2)[CH:6]=[CH:5][CH:4]=[CH:3][CH:2]=1.C(=O)([O-])[O-].[K+].[K+].Br[CH2:27][CH2:28][OH:29], predict the reaction product. The product is: [C:1]1([CH:7]2[C:19]3[NH:18][C:17]4[C:12](=[CH:13][CH:14]=[CH:15][CH:16]=4)[C:11]=3[CH2:10][CH2:9][N:8]2[CH2:27][CH2:28][OH:29])[CH:2]=[CH:3][CH:4]=[CH:5][CH:6]=1. (3) Given the reactants [NH2:1][C:2]1[CH:3]=[N:4][CH:5]=[CH:6][CH:7]=1.[N+:8]([C:11]1[CH:16]=[CH:15][C:14]([S:17](Cl)(=[O:19])=[O:18])=[CH:13][CH:12]=1)([O-:10])=[O:9].C(N(CC)CC)C.CN(C1C=CC=CN=1)C, predict the reaction product. The product is: [N+:8]([C:11]1[CH:12]=[CH:13][C:14]([S:17]([NH:1][C:2]2[CH:3]=[N:4][CH:5]=[CH:6][CH:7]=2)(=[O:19])=[O:18])=[CH:15][CH:16]=1)([O-:10])=[O:9]. (4) Given the reactants [OH-:1].[Na+].[OH:3][C:4]1[CH:11]=[CH:10][C:9]([O:12][C:13]([F:16])([F:15])[F:14])=[CH:8][C:5]=1[CH:6]=[O:7], predict the reaction product. The product is: [OH:3][C:4]1[CH:11]=[CH:10][C:9]([O:12][C:13]([F:14])([F:15])[F:16])=[CH:8][C:5]=1[C:6]([OH:1])=[O:7]. (5) Given the reactants [C:1]1([S:11][C:12]2[C:21]3[C:16](=[CH:17][CH:18]=[CH:19][CH:20]=3)[CH:15]=[CH:14][CH:13]=2)[C:10]2[C:5](=[CH:6][CH:7]=[CH:8][CH:9]=2)[CH:4]=[CH:3][CH:2]=1.[O-:22][S:23]([C:26]([F:29])([F:28])[F:27])(=[O:25])=[O:24].[C:30]1([I+]C2C=CC=CC=2)[CH:35]=[CH:34][CH:33]=[CH:32][CH:31]=1.CCOCC, predict the reaction product. The product is: [O-:25][S:23]([C:26]([F:29])([F:28])[F:27])(=[O:24])=[O:22].[C:1]1([S+:11]([C:12]2[C:21]3[C:16](=[CH:17][CH:18]=[CH:19][CH:20]=3)[CH:15]=[CH:14][CH:13]=2)[C:30]2[CH:35]=[CH:34][CH:33]=[CH:32][CH:31]=2)[C:10]2[C:5](=[CH:6][CH:7]=[CH:8][CH:9]=2)[CH:4]=[CH:3][CH:2]=1. (6) Given the reactants C1(O)CCCCCCCCCCCC=C1.[C:16]([O:19][CH:20]1[CH2:31][CH2:30][CH2:29][CH2:28][CH2:27][CH2:26][CH:25]([O:32][Si](CC)(CC)CC)[CH:24]=[CH:23][CH2:22][CH2:21]1)(=[O:18])[CH3:17].[N+](CCCC)(CCCC)(CCCC)CCCC.[F-], predict the reaction product. The product is: [C:16]([O:19][CH:20]1[CH2:31][CH2:30][CH2:29][CH2:28][CH2:27][CH2:26][CH:25]([OH:32])[CH:24]=[CH:23][CH2:22][CH2:21]1)(=[O:18])[CH3:17].